Dataset: Reaction yield outcomes from USPTO patents with 853,638 reactions. Task: Predict the reaction yield, written as a fraction of the theoretical maximum amount of product (1.0 means a 100% yield; for example, 0.34 means a 34% yield). (1) The reactants are [CH:1]([O:4][C:5]1[CH:14]=[C:13]([C:15]([F:18])([F:17])[F:16])[C:12]2[C:7](=[CH:8][C:9]([OH:25])=[C:10]([NH:19][CH2:20][C:21]([F:24])([F:23])[F:22])[CH:11]=2)[N:6]=1)([CH3:3])[CH3:2].C([O-])([O-])=O.[K+].[K+].Br[CH2:33][C:34](OCC)=[O:35]. The catalyst is CN(C=O)C. The product is [CH:1]([O:4][C:5]1[CH:14]=[C:13]([C:15]([F:18])([F:17])[F:16])[C:12]2[CH:11]=[C:10]3[N:19]([CH2:20][C:21]([F:22])([F:23])[F:24])[C:34](=[O:35])[CH2:33][O:25][C:9]3=[CH:8][C:7]=2[N:6]=1)([CH3:3])[CH3:2]. The yield is 0.940. (2) The reactants are [CH:1]1([NH:4][C:5]([C:7]2[CH:8]=[C:9]([F:31])[C:10]([CH3:30])=[C:11]([C:13]3[C:14]([C:27]([OH:29])=O)=[CH:15][C:16]([C:19]([NH:21][CH2:22][C:23]([CH3:26])([CH3:25])[CH3:24])=[O:20])=[CH:17][CH:18]=3)[CH:12]=2)=[O:6])[CH2:3][CH2:2]1.CN(C(ON1N=NC2C=CC=CC1=2)=[N+](C)C)C.F[P-](F)(F)(F)(F)F.CCN(CC)CC.[N:63]1([CH2:68][CH2:69][CH2:70][NH2:71])[CH:67]=[CH:66][N:65]=[CH:64]1. The catalyst is CN(C=O)C. The product is [CH:1]1([NH:4][C:5]([C:7]2[CH:12]=[C:11]([C:13]3[C:14]([C:27]([NH:71][CH2:70][CH2:69][CH2:68][N:63]4[CH:67]=[CH:66][N:65]=[CH:64]4)=[O:29])=[CH:15][C:16]([C:19]([NH:21][CH2:22][C:23]([CH3:26])([CH3:25])[CH3:24])=[O:20])=[CH:17][CH:18]=3)[C:10]([CH3:30])=[C:9]([F:31])[CH:8]=2)=[O:6])[CH2:2][CH2:3]1. The yield is 0.670. (3) The product is [N:12]1[CH:13]=[CH:14][C:9]([CH2:8][C:7]2[CH:6]=[CH:5][C:4]([NH2:1])=[CH:16][CH:15]=2)=[CH:10][CH:11]=1. The reactants are [N+:1]([C:4]1[CH:16]=[CH:15][C:7]([CH2:8][C:9]2[CH:14]=[CH:13][N:12]=[CH:11][CH:10]=2)=[CH:6][CH:5]=1)([O-])=O. The yield is 0.900. The catalyst is CCO.[Pd]. (4) The reactants are [Cl:1][C:2]1[CH:7]=[C:6]([NH2:8])[C:5]([C:9]([F:12])([F:11])[F:10])=[CH:4][N:3]=1.[H-].[Na+].S(O[CH2:26][C@@H:27]1[O:32][CH2:31][CH2:30][N:29]([C:33]([O:35][C:36]([CH3:39])([CH3:38])[CH3:37])=[O:34])[CH2:28]1)(C1C=CC(C)=CC=1)(=O)=O.C(=O)([O-])O.[Na+]. The catalyst is CN(C)C=O.O. The product is [Cl:1][C:2]1[CH:7]=[C:6]([NH:8][CH2:26][C@@H:27]2[O:32][CH2:31][CH2:30][N:29]([C:33]([O:35][C:36]([CH3:37])([CH3:39])[CH3:38])=[O:34])[CH2:28]2)[C:5]([C:9]([F:10])([F:11])[F:12])=[CH:4][N:3]=1. The yield is 0.770.